Predict the product of the given reaction. From a dataset of Forward reaction prediction with 1.9M reactions from USPTO patents (1976-2016). Given the reactants [CH3:1][C:2]1([N:7]2[CH2:12][CH2:11][CH:10]([N:13]3[C@H:17]4[CH2:18][CH2:19][CH2:20][CH2:21][C@@H:16]4[NH:15][C:14]3=[O:22])[CH2:9][CH2:8]2)[CH2:6][CH2:5][NH:4][CH2:3]1.Cl[C:24]([O:26][CH2:27][C:28]#[C:29][CH3:30])=[O:25], predict the reaction product. The product is: [O:22]=[C:14]1[N:13]([CH:10]2[CH2:11][CH2:12][N:7]([C:2]3([CH3:1])[CH2:6][CH2:5][N:4]([C:24]([O:26][CH2:27][C:28]#[C:29][CH3:30])=[O:25])[CH2:3]3)[CH2:8][CH2:9]2)[C@H:17]2[CH2:18][CH2:19][CH2:20][CH2:21][C@@H:16]2[NH:15]1.